Dataset: Reaction yield outcomes from USPTO patents with 853,638 reactions. Task: Predict the reaction yield, written as a fraction of the theoretical maximum amount of product (1.0 means a 100% yield; for example, 0.34 means a 34% yield). (1) The reactants are [CH:1]([C:3]1[CH:8]=[C:7](Br)[CH:6]=[C:5]([CH:10]=[O:11])[C:4]=1[OH:12])=[O:2].[CH:13]#[C:14][CH2:15][CH2:16][CH2:17][CH2:18][CH2:19][CH2:20][CH2:21][CH2:22][CH2:23][CH3:24]. The catalyst is C(#N)C.C1(C=CC=CC=1)[P](C1C=CC=CC=1)(C1C=CC=CC=1)[Pd][P](C1C=CC=CC=1)(C1C=CC=CC=1)C1C=CC=CC=1. The product is [CH:1]([C:3]1[CH:8]=[C:7]([C:13]#[C:14][CH2:15][CH2:16][CH2:17][CH2:18][CH2:19][CH2:20][CH2:21][CH2:22][CH2:23][CH3:24])[CH:6]=[C:5]([CH:10]=[O:11])[C:4]=1[OH:12])=[O:2]. The yield is 0.460. (2) The reactants are [CH3:1][O:2][C:3]1[CH:11]=[CH:10][CH:9]=[CH:8][C:4]=1[C:5]([NH2:7])=O.P12(SP3(SP(SP(S3)(S1)=S)(=S)S2)=S)=[S:13].C1COCC1. No catalyst specified. The product is [CH3:1][O:2][C:3]1[CH:11]=[CH:10][CH:9]=[CH:8][C:4]=1[C:5]([NH2:7])=[S:13]. The yield is 0.640.